This data is from Full USPTO retrosynthesis dataset with 1.9M reactions from patents (1976-2016). The task is: Predict the reactants needed to synthesize the given product. (1) The reactants are: Cl[C:2]1[C:7]([C:8]2[CH:9]=[N:10][C:11](/[CH:14]=[CH:15]/[C@H:16]3[C@H:24]([CH3:25])[C:23]([F:27])([F:26])[CH2:22][C@:21]4([OH:28])[C@H:17]3[C@@H:18]([CH3:30])[O:19][C:20]4=[O:29])=[CH:12][CH:13]=2)=[CH:6][CH:5]=[CH:4][N:3]=1.[F:31][C:32]1([F:36])[CH2:35][NH:34][CH2:33]1.Cl.CC(OC1C=CC=C(OC(C)C)C=1C1C(P(C2CCCCC2)C2CCCCC2)=CC=CC=1)C.N1C2C(=CC=CC=2)CC1.C([O-])([O-])=O.[Cs+].[Cs+]. Given the product [F:31][C:32]1([F:36])[CH2:35][N:34]([C:2]2[C:7]([C:8]3[CH:9]=[N:10][C:11](/[CH:14]=[CH:15]/[C@H:16]4[C@H:24]([CH3:25])[C:23]([F:27])([F:26])[CH2:22][C@:21]5([OH:28])[C@H:17]4[C@@H:18]([CH3:30])[O:19][C:20]5=[O:29])=[CH:12][CH:13]=3)=[CH:6][CH:5]=[CH:4][N:3]=2)[CH2:33]1, predict the reactants needed to synthesize it. (2) Given the product [Br:1][C:2]1[S:3][CH:4]=[C:5]([C:7]([NH:8][C:9]2[CH:10]=[N:11][N:12]([CH3:30])[C:13]=2[C@H:14]2[O:21][CH2:43][C@@H:42]([O:41][CH3:40])[C@H:17]([NH:22][C:23](=[O:24])[O:25][C:26]([CH3:29])([CH3:28])[CH3:27])[CH2:16][CH2:15]2)=[O:31])[N:6]=1, predict the reactants needed to synthesize it. The reactants are: [Br:1][C:2]1[S:3][C:4](NC(=O)OC(C)(C)C)=[C:5]([C:7](=[O:31])[NH:8][C:9]2[CH:10]=[N:11][N:12]([CH3:30])[C:13]=2[C:14]23[O:21]C(CC2)[CH:17]([NH:22][C:23]([O:25][C:26]([CH3:29])([CH3:28])[CH3:27])=[O:24])[CH2:16][CH2:15]3)[N:6]=1.[CH3:40][O:41][C@H:42]1[C@H](N[C:40](=O)[O:41][C:42](C)(C)[CH3:43])CC[C@@H](C2N(C)N=CC=2[N+]([O-])=O)O[CH2:43]1.BrC1SC=C(C(O)=O)N=1. (3) The reactants are: [F:1][C:2]([F:12])([F:11])[O:3][C:4]1[CH:9]=[CH:8][C:7]([OH:10])=[CH:6][CH:5]=1.S(Cl)([Cl:16])(=O)=O. Given the product [Cl:16][C:6]1[CH:5]=[C:4]([O:3][C:2]([F:11])([F:12])[F:1])[CH:9]=[CH:8][C:7]=1[OH:10], predict the reactants needed to synthesize it. (4) Given the product [ClH:18].[CH3:1][N:2]([CH3:17])[CH2:3][CH2:4][N:5]([CH3:16])[C:6]1[O:7][C:8]2[CH:14]=[CH:13][C:12]([NH:15][C:32]([C:29]3[CH:30]=[CH:31][C:26]([C:20]4[CH:21]=[CH:22][C:23]([Cl:25])=[CH:24][C:19]=4[Cl:18])=[CH:27][CH:28]=3)=[O:33])=[CH:11][C:9]=2[N:10]=1.[CH3:1][N:2]([CH3:17])[CH2:3][CH2:4][N:5]([CH3:16])[C:6]1[O:7][C:8]2[CH:14]=[CH:13][C:12]([NH:15][C:32]([C:29]3[CH:28]=[CH:27][C:26]([C:20]4[CH:21]=[CH:22][C:23]([Cl:25])=[CH:24][C:19]=4[Cl:18])=[CH:31][CH:30]=3)=[O:34])=[CH:11][C:9]=2[N:10]=1, predict the reactants needed to synthesize it. The reactants are: [CH3:1][N:2]([CH3:17])[CH2:3][CH2:4][N:5]([CH3:16])[C:6]1[O:7][C:8]2[CH:14]=[CH:13][C:12]([NH2:15])=[CH:11][C:9]=2[N:10]=1.[Cl:18][C:19]1[CH:24]=[C:23]([Cl:25])[CH:22]=[CH:21][C:20]=1[C:26]1[CH:31]=[CH:30][C:29]([C:32]([OH:34])=[O:33])=[CH:28][CH:27]=1. (5) Given the product [Cl:1][C:2]1[N:7]=[CH:6][C:5]([C:8]2[S:9][C:10]3[CH2:16][CH2:15][NH:14][CH2:13][CH2:12][C:11]=3[N:23]=2)=[CH:4][CH:3]=1, predict the reactants needed to synthesize it. The reactants are: [Cl:1][C:2]1[N:7]=[CH:6][C:5]([C:8]2[S:9][C:10]3[CH2:16][CH2:15][N:14](C(=O)C(F)(F)F)[CH2:13][CH2:12][C:11]=3[N:23]=2)=[CH:4][CH:3]=1.C(=O)([O-])[O-].[K+].[K+].